This data is from Reaction yield outcomes from USPTO patents with 853,638 reactions. The task is: Predict the reaction yield, written as a fraction of the theoretical maximum amount of product (1.0 means a 100% yield; for example, 0.34 means a 34% yield). The reactants are [F:1][C:2]1[CH:3]=[CH:4][C:5]([CH3:33])=[C:6]([CH:32]=1)[O:7][CH2:8][C:9]1[C:10]([C:23]2[CH:28]=[CH:27][C:26]([OH:29])=[CH:25][C:24]=2[O:30][CH3:31])=[CH:11][CH:12]=[C:13]2[C:18]=1[N:17]([CH3:19])[C:16](=[O:20])[C:15]([CH3:22])([CH3:21])[NH:14]2.C(N(CC)CC)C.[Cl:41][C:42]1[CH:43]=[C:44]([N:48]=[C:49]=[O:50])[CH:45]=[CH:46][CH:47]=1. The catalyst is ClCCl. The product is [Cl:41][C:42]1[CH:43]=[C:44]([NH:48][C:49]([O:29][C:26]2[CH:27]=[CH:28][C:23]([C:10]3[C:9]([CH2:8][O:7][C:6]4[CH:32]=[C:2]([F:1])[CH:3]=[CH:4][C:5]=4[CH3:33])=[C:18]4[C:13]([NH:14][C:15]([CH3:22])([CH3:21])[C:16](=[O:20])[N:17]4[CH3:19])=[CH:12][CH:11]=3)=[C:24]([O:30][CH3:31])[CH:25]=2)=[O:50])[CH:45]=[CH:46][CH:47]=1. The yield is 0.820.